The task is: Predict which catalyst facilitates the given reaction.. This data is from Catalyst prediction with 721,799 reactions and 888 catalyst types from USPTO. (1) Reactant: [C:1]([O:5][C:6]([N:8]1[CH2:12][CH2:11][C:10]([C:13]2[CH:18]=[CH:17][C:16]([NH2:19])=[CH:15][CH:14]=2)=[N:9]1)=[O:7])([CH3:4])([CH3:3])[CH3:2].NC1C=CC=CC=1.[CH3:27][N:28]=[C:29]=[O:30].[OH-].[Na+]. Product: [C:1]([O:5][C:6]([N:8]1[CH2:12][CH2:11][C:10]([C:13]2[CH:14]=[CH:15][C:16]([NH:19][C:29]([NH:28][CH3:27])=[O:30])=[CH:17][CH:18]=2)=[N:9]1)=[O:7])([CH3:4])([CH3:2])[CH3:3]. The catalyst class is: 10. (2) Product: [NH2:22][C:23](=[N:29][C:30](=[O:33])[O:31][CH3:32])[NH:1][CH2:2][CH2:3][CH2:4][N:5]1[C:10]([C:11]2[CH:16]=[C:15]([Cl:17])[CH:14]=[CH:13][C:12]=2[O:18][CH3:19])=[CH:9][C:8](=[O:20])[NH:7][C:6]1=[S:21]. Reactant: [NH2:1][CH2:2][CH2:3][CH2:4][N:5]1[C:10]([C:11]2[CH:16]=[C:15]([Cl:17])[CH:14]=[CH:13][C:12]=2[O:18][CH3:19])=[CH:9][C:8](=[O:20])[NH:7][C:6]1=[S:21].[NH2:22][C:23](=[N:29][C:30](=[O:33])[O:31][CH3:32])N1C=CC=N1.C(N(CC)C(C)C)(C)C. The catalyst class is: 3. (3) Product: [NH2:1][C:4]1[CH:5]=[CH:6][C:7]2[CH2:13][CH2:12][CH:11]([N:14]3[CH2:18][CH2:17][CH2:16][CH2:15]3)[CH2:10][CH2:9][C:8]=2[CH:19]=1. The catalyst class is: 43. Reactant: [N+:1]([C:4]1[CH:5]=[CH:6][C:7]2[CH2:13][CH2:12][CH:11]([N:14]3[CH2:18][CH2:17][CH2:16][CH2:15]3)[CH2:10][CH2:9][C:8]=2[CH:19]=1)([O-])=O.